Dataset: Forward reaction prediction with 1.9M reactions from USPTO patents (1976-2016). Task: Predict the product of the given reaction. (1) Given the reactants [C:1]([O:5][C:6](=[O:31])[CH2:7][CH2:8][C:9]1[CH:14]=[C:13]([O:15]CC2C=CC=CC=2)[CH:12]=[CH:11][C:10]=1[CH2:23][NH:24][C:25]([O:27][CH:28]([CH3:30])[CH3:29])=[O:26])([CH3:4])([CH3:3])[CH3:2].[H-].[Na+].[CH3:34]I, predict the reaction product. The product is: [C:1]([O:5][C:6](=[O:31])[CH2:7][CH2:8][C:9]1[CH:14]=[C:13]([OH:15])[CH:12]=[CH:11][C:10]=1[CH2:23][N:24]([C:25]([O:27][CH:28]([CH3:29])[CH3:30])=[O:26])[CH3:34])([CH3:2])([CH3:3])[CH3:4]. (2) Given the reactants [OH-:1].[K+].[C:3]([NH:6][C:7]1[C:8]([I:33])=[C:9]([C:24]([N:26]([CH2:28][CH:29]([OH:32])[CH2:30][OH:31])[CH3:27])=[O:25])[C:10]([I:23])=[C:11]([C:21]=1[I:22])[C:12]([N:14]([CH2:16][CH:17]([OH:20])[CH2:18][OH:19])[CH3:15])=[O:13])(=[O:5])[CH3:4].B(O)(O)O.[O:38]1[CH2:40][CH:39]1[CH2:41][CH2:42][CH2:43][CH2:44][CH:45]1[CH2:47][O:46]1.Cl, predict the reaction product. The product is: [OH:38][CH:39]([CH2:41][CH2:42][CH2:43][CH2:44][CH:45]([OH:46])[CH2:47][N:6]([C:7]1[C:21]([I:22])=[C:11]([C:12]([N:14]([CH2:16][CH:17]([OH:20])[CH2:18][OH:19])[CH3:15])=[O:13])[C:10]([I:23])=[C:9]([C:8]=1[I:33])[C:24]([N:26]([CH2:28][CH:29]([OH:32])[CH2:30][OH:31])[CH3:27])=[O:25])[C:3](=[O:1])[CH3:4])[CH2:40][N:6]([C:7]1[C:21]([I:22])=[C:11]([C:12]([N:14]([CH3:15])[CH2:16][CH:17]([OH:20])[CH2:18][OH:19])=[O:13])[C:10]([I:23])=[C:9]([C:8]=1[I:33])[C:24]([N:26]([CH3:27])[CH2:28][CH:29]([OH:32])[CH2:30][OH:31])=[O:25])[C:3](=[O:5])[CH3:4]. (3) Given the reactants [NH:1]1[CH2:6][CH2:5][CH:4]([C:7]2[CH:15]=[CH:14][CH:13]=[C:12]3[C:8]=2[CH2:9][C:10](=[O:16])[NH:11]3)[CH2:3][CH2:2]1.[CH:17]([C:19]1[NH:20][C:21]([CH3:29])=[CH:22][C:23]=1[CH2:24][CH2:25][C:26]([OH:28])=[O:27])=O, predict the reaction product. The product is: [CH3:29][C:21]1[NH:20][C:19]([CH:17]=[C:9]2[C:8]3[C:12](=[CH:13][CH:14]=[CH:15][C:7]=3[CH:4]3[CH2:3][CH2:2][NH:1][CH2:6][CH2:5]3)[NH:11][C:10]2=[O:16])=[C:23]([CH2:24][CH2:25][C:26]([OH:28])=[O:27])[CH:22]=1. (4) Given the reactants C([Li])CCC.C(NC(C)C)(C)C.[Br:13][C:14]1[CH:15]=[C:16]2[C:21](=[CH:22][CH:23]=1)[CH2:20][NH:19][C:18](=[O:24])[CH:17]2[CH3:25].CC1C=CC(S(O[CH2:37][C:38]2[CH:39]=[N:40][CH:41]=[N:42][CH:43]=2)(=O)=O)=CC=1, predict the reaction product. The product is: [Br:13][C:14]1[CH:15]=[C:16]2[C:21](=[CH:22][CH:23]=1)[CH2:20][NH:19][C:18](=[O:24])[C:17]2([CH3:25])[CH2:37][C:38]1[CH:43]=[N:42][CH:41]=[N:40][CH:39]=1. (5) Given the reactants [F:1][C:2]1[CH:3]=[C:4]([C:12]2[C:13]3[CH:20]([CH2:21][C:22]([NH:24][CH3:25])=[O:23])[CH2:19][CH2:18][C:14]=3[CH:15]=[N:16][CH:17]=2)[CH:5]=[CH:6][C:7]=1[C:8]([F:11])([F:10])[F:9].[CH:26]1(CN)[CH2:28][CH2:27]1, predict the reaction product. The product is: [CH:26]1([CH2:25][NH:24][C:22](=[O:23])[CH2:21][CH:20]2[C:13]3[C:12]([C:4]4[CH:5]=[CH:6][C:7]([C:8]([F:11])([F:9])[F:10])=[C:2]([F:1])[CH:3]=4)=[CH:17][N:16]=[CH:15][C:14]=3[CH2:18][CH2:19]2)[CH2:28][CH2:27]1. (6) Given the reactants [CH3:1][C:2]1[NH:6][C:5]([C:7]([O:9][CH2:10][CH3:11])=[O:8])=[CH:4][CH:3]=1.[H-].[Na+].Br[CH2:15][C:16]([O:18][CH2:19][CH3:20])=[O:17], predict the reaction product. The product is: [CH2:19]([O:18][C:16](=[O:17])[CH2:15][N:6]1[C:2]([CH3:1])=[CH:3][CH:4]=[C:5]1[C:7]([O:9][CH2:10][CH3:11])=[O:8])[CH3:20]. (7) Given the reactants [CH3:1][O:2][C:3]1[CH:4]=[C:5]2[C:10](=[CH:11][C:12]=1[O:13][CH3:14])[N:9]=[CH:8][N:7]=[C:6]2[S:15][C:16]1[CH:17]=[C:18]([CH:20]=[CH:21][CH:22]=1)[NH2:19].[CH3:23][O:24][C:25]1[CH:26]=[C:27]([NH:35][C:36](=O)[O:37]C2C=CC=CC=2)[CH:28]=[C:29]([C:31]([F:34])([F:33])[F:32])[CH:30]=1.C(N(C(C)C)CC)(C)C, predict the reaction product. The product is: [CH3:1][O:2][C:3]1[CH:4]=[C:5]2[C:10](=[CH:11][C:12]=1[O:13][CH3:14])[N:9]=[CH:8][N:7]=[C:6]2[S:15][C:16]1[CH:17]=[C:18]([NH:19][C:36]([NH:35][C:27]2[CH:28]=[C:29]([C:31]([F:32])([F:33])[F:34])[CH:30]=[C:25]([O:24][CH3:23])[CH:26]=2)=[O:37])[CH:20]=[CH:21][CH:22]=1. (8) Given the reactants Br[C:2]1[CH:7]=[CH:6][CH:5]=[CH:4][N:3]=1.[CH2:8]([C:12]1[S:13][C:14]2[C:20]([CH3:21])=[CH:19][CH:18]=[C:17]([CH3:22])[C:15]=2[N:16]=1)[CH2:9][C:10]#[CH:11], predict the reaction product. The product is: [CH3:22][C:17]1[C:15]2[N:16]=[C:12]([CH2:8][CH2:9][C:10]#[C:11][C:2]3[CH:7]=[CH:6][CH:5]=[CH:4][N:3]=3)[S:13][C:14]=2[C:20]([CH3:21])=[CH:19][CH:18]=1.[S:13]1[C:14]2[CH:20]=[CH:19][CH:18]=[CH:17][C:15]=2[N:16]=[CH:12]1. (9) Given the reactants [Br:1][C:2]1[C:11]2[C:10]([S:12]([Cl:15])(=[O:14])=[O:13])=[CH:9][CH:8]=[CH:7][C:6]=2[CH:5]=[N:4][CH:3]=1.[C:16]([O:20][C:21]([NH:23][CH:24]1[CH2:29][CH2:28][CH2:27][NH:26][CH2:25]1)=[O:22])([CH3:19])([CH3:18])[CH3:17], predict the reaction product. The product is: [C:16]([O:20][C:21]([NH:23][CH:24]1[CH2:29][CH2:28][CH2:27][N:26]([S:12]([C:10]2[C:11]3[C:2]([Br:1])=[CH:3][N:4]=[CH:5][C:6]=3[CH:7]=[CH:8][CH:9]=2)(=[O:14])=[O:13])[CH2:25]1)=[O:22])([CH3:19])([CH3:17])[CH3:18].[NH2:23][CH:24]1[CH2:29][CH2:28][CH2:27][N:26]([S:12]([C:10]2[C:11]3[C:2]([Br:1])=[CH:3][N:4]=[CH:5][C:6]=3[CH:7]=[CH:8][CH:9]=2)(=[O:14])=[O:13])[CH2:25]1.[ClH:15]. (10) Given the reactants Cl[C:2]1[CH:7]=[C:6]([Cl:8])[N:5]=[CH:4][N:3]=1.C(=O)([O-])[O-].[K+].[K+].Cl.[F:16][C:17]([F:21])([F:20])[CH2:18][NH2:19].[Cl-].[NH4+], predict the reaction product. The product is: [Cl:8][C:6]1[N:5]=[CH:4][N:3]=[C:2]([NH:19][CH2:18][C:17]([F:21])([F:20])[F:16])[CH:7]=1.